From a dataset of Forward reaction prediction with 1.9M reactions from USPTO patents (1976-2016). Predict the product of the given reaction. Given the reactants [CH3:1][N:2]([CH3:16])[C:3]([CH3:15])([CH2:6][O:7][Si:8]([C:11]([CH3:14])([CH3:13])[CH3:12])([CH3:10])[CH3:9])[C:4]#[N:5].[C:17]1([Li])[CH:22]=[CH:21][CH:20]=[CH:19][CH:18]=1.[BH4-].[Na+].NC(C1C=CC=CC=1)C1(N(C)C)CCCC1, predict the reaction product. The product is: [NH2:5][CH:4]([C:17]1[CH:22]=[CH:21][CH:20]=[CH:19][CH:18]=1)[C:3]([N:2]([CH3:16])[CH3:1])([CH2:6][O:7][Si:8]([C:11]([CH3:12])([CH3:14])[CH3:13])([CH3:10])[CH3:9])[CH3:15].